The task is: Predict the reactants needed to synthesize the given product.. This data is from Full USPTO retrosynthesis dataset with 1.9M reactions from patents (1976-2016). (1) Given the product [Br:1][C:2]1[CH:12]=[C:11]([F:13])[CH:10]=[CH:9][C:3]=1[O:4][CH2:5][C:6]([N:17]([CH:14]([CH3:16])[CH3:15])[NH:18][C:19](=[O:31])[C:20]1[CH:21]=[CH:22][C:23]([O:26][CH2:27][CH2:28][O:29][CH3:30])=[CH:24][CH:25]=1)=[O:8], predict the reactants needed to synthesize it. The reactants are: [Br:1][C:2]1[CH:12]=[C:11]([F:13])[CH:10]=[CH:9][C:3]=1[O:4][CH2:5][C:6]([OH:8])=O.[CH:14]([NH:17][NH:18][C:19](=[O:31])[C:20]1[CH:25]=[CH:24][C:23]([O:26][CH2:27][CH2:28][O:29][CH3:30])=[CH:22][CH:21]=1)([CH3:16])[CH3:15].C(N(C(C)C)CC)(C)C.C1CN([P+](Br)(N2CCCC2)N2CCCC2)CC1.F[P-](F)(F)(F)(F)F. (2) The reactants are: C[O:2][C:3]([C:5]1[CH:15]=[N:14][C:8]2[S:9][CH2:10][C:11](=[O:13])[NH:12][C:7]=2[CH:6]=1)=[O:4].[OH-].[Na+].Cl. Given the product [O:13]=[C:11]1[CH2:10][S:9][C:8]2[N:14]=[CH:15][C:5]([C:3]([OH:4])=[O:2])=[CH:6][C:7]=2[NH:12]1, predict the reactants needed to synthesize it. (3) Given the product [C:33](=[O:34])([O:35][C:36]1[CH:37]=[CH:38][C:39]([N+:42]([O-:44])=[O:43])=[CH:40][CH:41]=1)[O:16][CH:14]([CH3:15])[C:13](=[C:11]1[CH2:12][N:9]([CH:8]([C:5]2[CH:6]=[CH:7][C:2]([Cl:1])=[CH:3][CH:4]=2)[C:25]2[CH:26]=[CH:27][C:28]([Cl:31])=[CH:29][CH:30]=2)[CH2:10]1)[C:17]1[CH:18]=[C:19]([F:24])[CH:20]=[C:21]([F:23])[CH:22]=1, predict the reactants needed to synthesize it. The reactants are: [Cl:1][C:2]1[CH:7]=[CH:6][C:5]([CH:8]([C:25]2[CH:30]=[CH:29][C:28]([Cl:31])=[CH:27][CH:26]=2)[N:9]2[CH2:12][C:11](=[C:13]([C:17]3[CH:22]=[C:21]([F:23])[CH:20]=[C:19]([F:24])[CH:18]=3)[CH:14]([OH:16])[CH3:15])[CH2:10]2)=[CH:4][CH:3]=1.Cl[C:33]([O:35][C:36]1[CH:41]=[CH:40][C:39]([N+:42]([O-:44])=[O:43])=[CH:38][CH:37]=1)=[O:34]. (4) Given the product [F:1][C:2]1[CH:3]=[C:4]([CH:5]=[CH:6][C:7]=1[O:8][C:9]1[CH:14]=[CH:13][CH:12]=[C:11]([F:15])[CH:10]=1)[CH2:16][O:17][C:19]1[CH:20]=[C:21]2[NH:28][C@@H:27]([CH3:36])[CH2:26][N:22]2[C:23](=[O:25])[N:24]=1, predict the reactants needed to synthesize it. The reactants are: [F:1][C:2]1[CH:3]=[C:4]([CH2:16][OH:17])[CH:5]=[CH:6][C:7]=1[O:8][C:9]1[CH:14]=[CH:13][CH:12]=[C:11]([F:15])[CH:10]=1.Cl[C:19]1[CH:20]=[C:21]2[N:28](C(OC(C)(C)C)=O)[C@@H:27]([CH3:36])[CH2:26][N:22]2[C:23](=[O:25])[N:24]=1. (5) The reactants are: C([C:5]1[C:9]2=[N:10][CH:11]=[CH:12][C:13](Cl)=[C:8]2[S:7][C:6]=1[C:15]1[S:16][CH:17]=[CH:18][N:19]=1)(C)(C)C.[N:20]1[CH:25]=[CH:24][CH:23]=[CH:22][C:21]=1[NH:26][C:27]([C:29]1[C:37]2[C:32](=[CH:33][C:34]([OH:38])=[CH:35][CH:36]=2)[N:31]([CH3:39])[C:30]=1[CH3:40])=[O:28].C([O-])([O-])=O.[Cs+].[Cs+]. Given the product [N:20]1[CH:25]=[CH:24][CH:23]=[CH:22][C:21]=1[NH:26][C:27]([C:29]1[C:37]2[C:32](=[CH:33][C:34]([O:38][C:13]3[CH:12]=[CH:11][N:10]=[C:9]4[CH:5]=[C:6]([C:15]5[S:16][CH:17]=[CH:18][N:19]=5)[S:7][C:8]=34)=[CH:35][CH:36]=2)[N:31]([CH3:39])[C:30]=1[CH3:40])=[O:28], predict the reactants needed to synthesize it.